This data is from Peptide-MHC class II binding affinity with 134,281 pairs from IEDB. The task is: Regression. Given a peptide amino acid sequence and an MHC pseudo amino acid sequence, predict their binding affinity value. This is MHC class II binding data. The peptide sequence is FDAFVAYHIGARIVS. The MHC is HLA-DPA10103-DPB10301 with pseudo-sequence HLA-DPA10103-DPB10301. The binding affinity (normalized) is 0.477.